From a dataset of Forward reaction prediction with 1.9M reactions from USPTO patents (1976-2016). Predict the product of the given reaction. (1) Given the reactants Br[C:2]1[CH:3]=[C:4]([C:8]([CH3:15])([CH3:14])C(OCC)=O)[CH:5]=[CH:6][CH:7]=1.BrC1C=CC(C(C)(C)C(OCC)=O)=CC=1.OC1C=C(C=CC=1)C(O)=O.[OH:41][C:42]1[CH:50]=[CH:49][C:45]([C:46]([OH:48])=O)=[CH:44][CH:43]=1.N1CCOCC1.Cl.[CH3:58][NH:59][CH3:60].C[N:62](C)[C:63](C1C=CC(OC2C=CC(C(C)(C)C(O)=O)=CC=2)=CC=1)=[O:64].[N:85]12[CH2:92][CH2:91][CH:88]([CH2:89][CH2:90]1)[CH:87]([OH:93])[CH2:86]2, predict the reaction product. The product is: [CH3:58][N:59]([CH3:60])[C:46]([C:45]1[CH:44]=[CH:43][C:42]([O:41][C:7]2[CH:2]=[CH:3][C:4]([C:8]([NH:62][C:63](=[O:64])[O:93][CH:87]3[CH:88]4[CH2:91][CH2:92][N:85]([CH2:90][CH2:89]4)[CH2:86]3)([CH3:14])[CH3:15])=[CH:5][CH:6]=2)=[CH:50][CH:49]=1)=[O:48]. (2) The product is: [N:1]1([C:5]2[C:6]3[CH2:28][CH2:27][C@H:26]([C:29]4[CH:30]=[CH:31][CH:32]=[CH:33][CH:34]=4)[C:7]=3[N:8]=[C:9]([NH:11][C:12]3[CH:17]=[CH:16][C:15]([N:18]4[CH:22]=[C:21]([Cl:23])[N:20]=[CH:19]4)=[C:14]([O:24][CH3:25])[CH:13]=3)[N:10]=2)[CH2:4][CH2:3][CH2:2]1. Given the reactants [N:1]1([C:5]2[C:6]3[CH2:28][CH2:27][CH:26]([C:29]4[CH:34]=[CH:33][CH:32]=[CH:31][CH:30]=4)[C:7]=3[N:8]=[C:9]([NH:11][C:12]3[CH:17]=[CH:16][C:15]([N:18]4[CH:22]=[C:21]([Cl:23])[N:20]=[CH:19]4)=[C:14]([O:24][CH3:25])[CH:13]=3)[N:10]=2)[CH2:4][CH2:3][CH2:2]1.CO.CO.C(Cl)(Cl)Cl, predict the reaction product. (3) The product is: [CH3:23][O:22][C:15]1[CH:14]=[C:13]([CH:18]=[CH:17][C:16]=1[N+:19]([O-:21])=[O:20])[C:11]([C:4]1[N:5]2[CH:10]=[CH:9][CH:8]=[CH:7][C:6]2=[C:2]([C:24]#[N:25])[N:3]=1)=[O:12]. Given the reactants Br[C:2]1[N:3]=[C:4]([C:11]([C:13]2[CH:18]=[CH:17][C:16]([N+:19]([O-:21])=[O:20])=[C:15]([O:22][CH3:23])[CH:14]=2)=[O:12])[N:5]2[CH:10]=[CH:9][CH:8]=[CH:7][C:6]=12.[CH3:24][N:25](C)C=O, predict the reaction product. (4) The product is: [F:35][C:17]([F:16])([F:34])[C:18]([N:20]1[CH2:26][CH:25]([CH:27]2[CH2:2][CH2:1]2)[C:24]2[CH:28]=[CH:29][C:30]([O:32][CH3:33])=[CH:31][C:23]=2[CH2:22][CH2:21]1)=[O:19]. Given the reactants [CH2:1]([Zn]CC)[CH3:2].FC(F)(F)C(O)=O.ICI.[F:16][C:17]([F:35])([F:34])[C:18]([N:20]1[CH2:26][C:25](=[CH2:27])[C:24]2[CH:28]=[CH:29][C:30]([O:32][CH3:33])=[CH:31][C:23]=2[CH2:22][CH2:21]1)=[O:19], predict the reaction product. (5) Given the reactants [CH:1]1([C:5]2[CH:6]=[CH:7][CH:8]=[C:9]3[C:13]=2[N:12]([CH2:14][CH2:15][O:16][CH3:17])[CH:11]=[C:10]3[C:18]([OH:20])=O)[CH2:4][CH2:3][CH2:2]1.Cl.[F:22][C:23]([F:42])([F:41])[C:24]([NH:26][CH2:27][C:28]1[CH:33]=[CH:32][C:31]([F:34])=[C:30]([CH:35]2[CH2:40][CH2:39][NH:38][CH2:37][CH2:36]2)[CH:29]=1)=[O:25], predict the reaction product. The product is: [CH:1]1([C:5]2[CH:6]=[CH:7][CH:8]=[C:9]3[C:13]=2[N:12]([CH2:14][CH2:15][O:16][CH3:17])[CH:11]=[C:10]3[C:18]([N:38]2[CH2:39][CH2:40][CH:35]([C:30]3[CH:29]=[C:28]([CH:33]=[CH:32][C:31]=3[F:34])[CH2:27][NH:26][C:24](=[O:25])[C:23]([F:42])([F:41])[F:22])[CH2:36][CH2:37]2)=[O:20])[CH2:2][CH2:3][CH2:4]1. (6) The product is: [Cl:1][C:2]1[CH:3]=[C:4]([CH2:9][CH:10]([CH3:16])[C:11]([O:13][CH2:14][CH3:15])=[O:12])[CH:5]=[CH:6][C:7]=1[OH:8]. Given the reactants [Cl:1][C:2]1[CH:3]=[C:4]([CH:9]=[C:10]([CH3:16])[C:11]([O:13][CH2:14][CH3:15])=[O:12])[CH:5]=[CH:6][C:7]=1[OH:8].[H][H], predict the reaction product. (7) Given the reactants [I:1]Cl.[CH3:3][O:4][CH2:5][C:6]1[S:7][C:8]2[CH:14]=[C:13]([NH2:15])[CH:12]=[CH:11][C:9]=2[N:10]=1.C(=O)(O)[O-].[Na+], predict the reaction product. The product is: [I:1][C:14]1[C:8]2[S:7][C:6]([CH2:5][O:4][CH3:3])=[N:10][C:9]=2[CH:11]=[CH:12][C:13]=1[NH2:15]. (8) Given the reactants [CH3:1][N:2]([CH3:18])[C:3]1[C:8]([CH3:9])=[CH:7][N:6]=[C:5]([NH:10][C@@H:11]2[CH2:16][CH2:15][C@H:14]([NH2:17])[CH2:13][CH2:12]2)[N:4]=1.[Cl:19][C:20]1[N:28]=[CH:27][CH:26]=[CH:25][C:21]=1[C:22](Cl)=[O:23].CCN(C(C)C)C(C)C, predict the reaction product. The product is: [Cl:19][C:20]1[N:28]=[CH:27][CH:26]=[CH:25][C:21]=1[C:22]([NH:17][C@H:14]1[CH2:15][CH2:16][C@@H:11]([NH:10][C:5]2[N:4]=[C:3]([N:2]([CH3:1])[CH3:18])[C:8]([CH3:9])=[CH:7][N:6]=2)[CH2:12][CH2:13]1)=[O:23]. (9) Given the reactants [C:1]([O:11][C:12]([CH3:15])([CH3:14])[CH3:13])(=[O:10])[CH2:2][C:3]([O:5][C:6]([CH3:9])([CH3:8])[CH3:7])=[O:4].C(=O)([O-])[O-].[K+].[K+].Cl[CH2:23][C:24]1[N:25]=[C:26]([C:30]2[CH:39]=[CH:38][C:33]([C:34]([O:36][CH3:37])=[O:35])=[CH:32][CH:31]=2)[O:27][C:28]=1[CH3:29], predict the reaction product. The product is: [C:12]([O:11][C:1](=[O:10])[CH:2]([C:3]([O:5][C:6]([CH3:7])([CH3:8])[CH3:9])=[O:4])[CH2:23][C:24]1[N:25]=[C:26]([C:30]2[CH:39]=[CH:38][C:33]([C:34]([O:36][CH3:37])=[O:35])=[CH:32][CH:31]=2)[O:27][C:28]=1[CH3:29])([CH3:15])([CH3:14])[CH3:13]. (10) Given the reactants [C:1]([O:5][C:6](=[O:34])[NH:7][CH2:8][CH2:9][CH2:10][NH:11][CH:12]([C:16]1[N:21]([CH2:22][C:23]2[CH:28]=[CH:27][CH:26]=[CH:25][CH:24]=2)[C:20](=[O:29])[C:19]2=[CH:30][CH:31]=[C:32]([Cl:33])[N:18]2[N:17]=1)[CH:13]1[CH2:15][CH2:14]1)([CH3:4])([CH3:3])[CH3:2].CCN(CC)CC.[C:42]1([CH3:51])[CH:47]=[CH:46][C:45]([C:48](Cl)=[O:49])=[CH:44][CH:43]=1, predict the reaction product. The product is: [C:1]([O:5][C:6](=[O:34])[NH:7][CH2:8][CH2:9][CH2:10][N:11]([CH:12]([C:16]1[N:21]([CH2:22][C:23]2[CH:24]=[CH:25][CH:26]=[CH:27][CH:28]=2)[C:20](=[O:29])[C:19]2=[CH:30][CH:31]=[C:32]([Cl:33])[N:18]2[N:17]=1)[CH:13]1[CH2:14][CH2:15]1)[C:48](=[O:49])[C:45]1[CH:46]=[CH:47][C:42]([CH3:51])=[CH:43][CH:44]=1)([CH3:4])([CH3:2])[CH3:3].